The task is: Predict the reactants needed to synthesize the given product.. This data is from Full USPTO retrosynthesis dataset with 1.9M reactions from patents (1976-2016). (1) Given the product [F:14][C:2]([F:1])([F:15])[S:3]([C:6]1[CH:7]=[CH:8][C:9]([CH2:10][NH2:11])=[CH:12][CH:13]=1)(=[O:4])=[O:5], predict the reactants needed to synthesize it. The reactants are: [F:1][C:2]([F:15])([F:14])[S:3]([C:6]1[CH:13]=[CH:12][C:9]([C:10]#[N:11])=[CH:8][CH:7]=1)(=[O:5])=[O:4]. (2) Given the product [F:12][C:13]1[CH:18]=[CH:17][C:16]([S:19]([NH:4][C:3]2[CH:5]=[C:6]([N+:9]([O-:11])=[O:10])[CH:7]=[CH:8][C:2]=2[F:1])(=[O:21])=[O:20])=[CH:15][CH:14]=1, predict the reactants needed to synthesize it. The reactants are: [F:1][C:2]1[CH:8]=[CH:7][C:6]([N+:9]([O-:11])=[O:10])=[CH:5][C:3]=1[NH2:4].[F:12][C:13]1[CH:18]=[CH:17][C:16]([S:19](Cl)(=[O:21])=[O:20])=[CH:15][CH:14]=1. (3) The reactants are: [Cl:1][C:2]1[N:3]=[C:4](Cl)[C:5]2[CH2:10][CH2:9][CH:8]([C:11]3[CH:16]=[CH:15][C:14]([O:17][C:18]([F:21])([F:20])[F:19])=[CH:13][CH:12]=3)[C:6]=2[N:7]=1.[CH3:23][NH:24][CH3:25]. Given the product [Cl:1][C:2]1[N:3]=[C:4]([N:24]([CH3:25])[CH3:23])[C:5]2[CH2:10][CH2:9][CH:8]([C:11]3[CH:16]=[CH:15][C:14]([O:17][C:18]([F:21])([F:20])[F:19])=[CH:13][CH:12]=3)[C:6]=2[N:7]=1, predict the reactants needed to synthesize it. (4) Given the product [C:10]([NH:11][C@:7]([CH3:14])([C:8]([OH:15])=[O:13])[CH2:6][S:5][C:1]([CH3:4])([CH3:3])[CH3:2])(=[O:12])[NH2:9], predict the reactants needed to synthesize it. The reactants are: [C:1]([S:5][CH2:6][C:7]1([CH3:14])[NH:11][C:10](=[O:12])[NH:9][C:8]1=[O:13])([CH3:4])([CH3:3])[CH3:2].[OH-:15].[K+]. (5) Given the product [CH3:1][C:2]1[CH:10]=[C:9]([CH3:11])[C:8]2[NH:7][CH:6]=[CH:5][C:4]=2[C:3]=1[C:22]([C:24]1[NH:28][C:27]2[CH:37]=[CH:38][C:39]([C:41]#[N:42])=[CH:40][C:26]=2[N:25]=1)=[O:23], predict the reactants needed to synthesize it. The reactants are: [CH3:1][C:2]1[CH:10]=[C:9]([CH3:11])[C:8]2[N:7](S(C3C=CC(C)=CC=3)(=O)=O)[CH:6]=[CH:5][C:4]=2[C:3]=1[C:22]([C:24]1[N:28](COCC[Si](C)(C)C)[C:27]2[CH:37]=[CH:38][C:39]([C:41]#[N:42])=[CH:40][C:26]=2[N:25]=1)=[O:23].CC1C=C(C)C2N(S(C3C=CC(C)=CC=3)(=O)=O)C=CC=2C=1C(C1N(COCC[Si](C)(C)C)C2C=C(C#N)C=CC=2N=1)=O.